Dataset: Reaction yield outcomes from USPTO patents with 853,638 reactions. Task: Predict the reaction yield, written as a fraction of the theoretical maximum amount of product (1.0 means a 100% yield; for example, 0.34 means a 34% yield). (1) The reactants are [CH3:1][C:2]1[NH:6][C:5]2[C:7]([C:17]([O:19]C)=[O:18])=[CH:8][C:9]([N:11]3[CH2:16][CH2:15][O:14][CH2:13][CH2:12]3)=[CH:10][C:4]=2[N:3]=1.[CH3:21][C:22]1[C:29]([CH3:30])=[CH:28][CH:27]=[CH:26][C:23]=1[CH2:24]Br.C(=O)([O-])[O-].[K+].[K+].[OH-].[Li+]. The catalyst is CN(C)C=O.O1CCCC1.O. The product is [CH3:21][C:22]1[C:29]([CH3:30])=[CH:28][CH:27]=[CH:26][C:23]=1[CH2:24][N:3]1[C:4]2[CH:10]=[C:9]([N:11]3[CH2:16][CH2:15][O:14][CH2:13][CH2:12]3)[CH:8]=[C:7]([C:17]([OH:19])=[O:18])[C:5]=2[N:6]=[C:2]1[CH3:1]. The yield is 0.200. (2) The product is [CH2:16]([O:1][CH2:2][C:3]1([CH2:7][OH:8])[CH2:6][CH2:5][CH2:4]1)[C:17]1[CH:22]=[CH:21][CH:20]=[CH:19][CH:18]=1. The catalyst is CN(C)C=O. The yield is 0.860. The reactants are [OH:1][CH2:2][C:3]1([CH2:7][OH:8])[CH2:6][CH2:5][CH2:4]1.O1CCCC1.[H-].[Na+].[CH2:16](Br)[C:17]1[CH:22]=[CH:21][CH:20]=[CH:19][CH:18]=1.